From a dataset of Reaction yield outcomes from USPTO patents with 853,638 reactions. Predict the reaction yield, written as a fraction of the theoretical maximum amount of product (1.0 means a 100% yield; for example, 0.34 means a 34% yield). (1) The reactants are [F:1][C:2]1[CH:7]=[C:6]([C:8]2[N:12]([CH3:13])[N:11]=[C:10]([C:14]([F:17])([F:16])[F:15])[CH:9]=2)[CH:5]=[CH:4][C:3]=1[NH2:18].[F:19][C:20]1[CH:28]=[CH:27][CH:26]=[C:25]([F:29])[C:21]=1[C:22](Cl)=[O:23].CCN(C(C)C)C(C)C.C([O-])(O)=O.[Na+].C(Cl)Cl. The catalyst is C(Cl)Cl. The product is [F:19][C:20]1[CH:28]=[CH:27][CH:26]=[C:25]([F:29])[C:21]=1[C:22]([NH:18][C:3]1[CH:4]=[CH:5][C:6]([C:8]2[N:12]([CH3:13])[N:11]=[C:10]([C:14]([F:15])([F:16])[F:17])[CH:9]=2)=[CH:7][C:2]=1[F:1])=[O:23]. The yield is 0.694. (2) The reactants are [OH:1][C:2]1[CH:11]=[C:10]2[C:5]([C:6]([O:12][C:13]3[CH:14]=[C:15]4[C:19](=[CH:20][CH:21]=3)[NH:18][CH:17]=[C:16]4[CH3:22])=[N:7][CH:8]=[N:9]2)=[CH:4][C:3]=1[O:23][CH3:24].C(=O)([O-])[O-].[K+].[K+].S(C1C=CC(C)=CC=1)(OO[CH2:36][CH2:37][CH2:38][N:39]1[CH2:44][CH2:43][S:42](=[O:46])(=[O:45])[CH2:41][CH2:40]1)(=O)=O. The catalyst is CN(C=O)C. The product is [O:46]=[S:42]1(=[O:45])[CH2:43][CH2:44][N:39]([CH2:38][CH2:37][CH2:36][O:1][C:2]2[CH:11]=[C:10]3[C:5]([C:6]([O:12][C:13]4[CH:14]=[C:15]5[C:19](=[CH:20][CH:21]=4)[NH:18][CH:17]=[C:16]5[CH3:22])=[N:7][CH:8]=[N:9]3)=[CH:4][C:3]=2[O:23][CH3:24])[CH2:40][CH2:41]1. The yield is 0.560.